Dataset: Full USPTO retrosynthesis dataset with 1.9M reactions from patents (1976-2016). Task: Predict the reactants needed to synthesize the given product. (1) Given the product [CH:1]1([NH:7][CH2:8][C:9]([N:11]2[C:20]3[C:15](=[CH:16][CH:17]=[C:18]([C:21]([OH:23])=[O:22])[CH:19]=3)[N:14]([CH:28]3[CH2:30][CH2:29]3)[C:13](=[O:31])[CH2:12]2)=[O:10])[CH2:5][CH2:4][CH2:3][CH2:2]1, predict the reactants needed to synthesize it. The reactants are: [CH:1]1([NH:7][CH2:8][C:9]([N:11]2[C:20]3[C:15](=[CH:16][CH:17]=[C:18]([C:21]([O:23]C(C)(C)C)=[O:22])[CH:19]=3)[N:14]([CH:28]3[CH2:30][CH2:29]3)[C:13](=[O:31])[CH2:12]2)=[O:10])C[CH2:5][CH2:4][CH2:3][CH2:2]1.FC(F)(F)C(O)=O. (2) Given the product [F:1][C:2]1[CH:3]=[CH:4][C:5]([N:8]2[CH2:9][C:10]3([CH2:11][NH:12][CH2:13]3)[CH2:18]2)=[CH:6][CH:7]=1, predict the reactants needed to synthesize it. The reactants are: [F:1][C:2]1[CH:7]=[CH:6][C:5]([NH:8][C:9]2N3N=CC=[C:13]3[N:12]=[CH:11][C:10]=2[C:18](OCC)=O)=[C:4](C)[CH:3]=1.FC(F)(F)C(O)=O.C(=O)([O-])O.[Na+].